From a dataset of P-glycoprotein inhibition data for predicting drug efflux from Broccatelli et al.. Regression/Classification. Given a drug SMILES string, predict its absorption, distribution, metabolism, or excretion properties. Task type varies by dataset: regression for continuous measurements (e.g., permeability, clearance, half-life) or binary classification for categorical outcomes (e.g., BBB penetration, CYP inhibition). Dataset: pgp_broccatelli. (1) The molecule is C=C1c2c(OC[C@@H](O)CN3CCCCC3)cccc2C(=O)[C@@H]1c1ccccc1. The result is 1 (inhibitor). (2) The compound is CC(=O)c1cc(C)ccc1OC[C@@H](O)CN1CCCCC1. The result is 1 (inhibitor).